This data is from Forward reaction prediction with 1.9M reactions from USPTO patents (1976-2016). The task is: Predict the product of the given reaction. (1) The product is: [Cl:45][C:46]1[CH:51]=[CH:50][C:49]([N:52]2[CH2:57][CH2:56][N:55]([C:16](=[O:18])[CH2:15][N:8]3[C:9]4=[N:10][CH:11]=[CH:12][CH:13]=[C:14]4[C:6]([C:2]4[NH:1][CH:5]=[CH:4][N:3]=4)=[N:7]3)[CH2:54][CH2:53]2)=[CH:48][C:47]=1[C:58]([F:60])([F:59])[F:61]. Given the reactants [NH:1]1[CH:5]=[CH:4][N:3]=[C:2]1[C:6]1[C:14]2[C:9](=[N:10][CH:11]=[CH:12][CH:13]=2)[N:8]([CH2:15][C:16]([OH:18])=O)[N:7]=1.CN(C(ON1N=NC2C=CC=CC1=2)=[N+](C)C)C.F[P-](F)(F)(F)(F)F.Cl.Cl.[Cl:45][C:46]1[CH:51]=[CH:50][C:49]([N:52]2[CH2:57][CH2:56][NH:55][CH2:54][CH2:53]2)=[CH:48][C:47]=1[C:58]([F:61])([F:60])[F:59].CCN(C(C)C)C(C)C, predict the reaction product. (2) Given the reactants C[C:2](C)([O-:4])C.[K+].[C:7]1([N:13]([C:37]2[CH:42]=[CH:41][CH:40]=[CH:39][CH:38]=2)[C:14]2[CH:19]=[CH:18][C:17]([C:20]3[S:24][C:23]4[CH:25]=[CH:26][CH:27]=[CH:28][C:22]=4[C:21]=3[C:29]3[CH:36]=[CH:35][CH:34]=[CH:33][C:30]=3C=O)=[CH:16][CH:15]=2)[CH:12]=[CH:11][CH:10]=[CH:9][CH:8]=1.C1COCC1, predict the reaction product. The product is: [C:37]1([N:13]([C:7]2[CH:12]=[CH:11][CH:10]=[CH:9][CH:8]=2)[C:14]2[CH:15]=[CH:16][C:17]([C:20]3[S:24][C:23]4[CH:25]=[CH:26][CH:27]=[CH:28][C:22]=4[C:21]=3[C:29]3[CH:30]=[CH:33][C:34]([CH:2]=[O:4])=[CH:35][CH:36]=3)=[CH:18][CH:19]=2)[CH:38]=[CH:39][CH:40]=[CH:41][CH:42]=1. (3) Given the reactants [C:1]([O:5][C:6]([N:8]1[CH2:12][CH2:11][CH2:10][C@H:9]1[C:13](=[O:29])[NH:14][C:15]1[S:16][CH:17]=[C:18]([C:20]2[CH:25]=[CH:24][C:23]([C:26]([OH:28])=O)=[CH:22][CH:21]=2)[N:19]=1)=[O:7])([CH3:4])([CH3:3])[CH3:2].CN(C(ON1N=NC2[CH:41]=[CH:42][CH:43]=[N:44]C1=2)=[N+](C)C)C.F[P-](F)(F)(F)(F)F.CCN(C(C)C)C(C)C.C1(N)CC1, predict the reaction product. The product is: [C:1]([O:5][C:6]([N:8]1[CH2:12][CH2:11][CH2:10][C@H:9]1[C:13](=[O:29])[NH:14][C:15]1[S:16][CH:17]=[C:18]([C:20]2[CH:25]=[CH:24][C:23]([C:26](=[O:28])[NH:44][CH:43]3[CH2:41][CH2:42]3)=[CH:22][CH:21]=2)[N:19]=1)=[O:7])([CH3:4])([CH3:3])[CH3:2].